This data is from Full USPTO retrosynthesis dataset with 1.9M reactions from patents (1976-2016). The task is: Predict the reactants needed to synthesize the given product. (1) The reactants are: [NH:1]1[C:5]([C:6]2[CH:7]=[C:8]([NH:12][C:13]([CH:15]3[CH:19]([C:20]4[CH:25]=[CH:24][CH:23]=[C:22]([Cl:26])[C:21]=4[F:27])[C:18]([C:30]4[CH:35]=[CH:34][C:33]([Cl:36])=[CH:32][C:31]=4[F:37])([C:28]#[N:29])[CH:17]([CH2:38][C:39]([CH3:42])([CH3:41])[CH3:40])[NH:16]3)=[O:14])[CH:9]=[CH:10][CH:11]=2)=[N:4][N:3]=[N:2]1. Given the product [NH:4]1[C:5]([C:6]2[CH:7]=[C:8]([NH:12][C:13]([C@@H:15]3[C@@H:19]([C:20]4[CH:25]=[CH:24][CH:23]=[C:22]([Cl:26])[C:21]=4[F:27])[C@@:18]([C:30]4[CH:35]=[CH:34][C:33]([Cl:36])=[CH:32][C:31]=4[F:37])([C:28]#[N:29])[C@@H:17]([CH2:38][C:39]([CH3:42])([CH3:41])[CH3:40])[NH:16]3)=[O:14])[CH:9]=[CH:10][CH:11]=2)=[N:1][N:2]=[N:3]1, predict the reactants needed to synthesize it. (2) Given the product [C:22]([C:26]1[CH:27]=[CH:28][C:29]([CH2:32][CH2:33][C@H:34]2[C:43]3[C:38](=[CH:39][C:40]([O:46][CH3:47])=[C:41]([O:44][CH3:45])[CH:42]=3)[CH2:37][CH2:36][N:35]2[C@H:4]([C:5]2[CH:6]=[CH:7][CH:8]=[CH:9][CH:10]=2)[C:1]([NH2:2])=[O:3])=[CH:30][CH:31]=1)([CH3:25])([CH3:23])[CH3:24], predict the reactants needed to synthesize it. The reactants are: [C:1]([CH:4](OS(C1C=CC(C)=CC=1)(=O)=O)[C:5]1[CH:10]=[CH:9][CH:8]=[CH:7][CH:6]=1)(=[O:3])[NH2:2].[C:22]([C:26]1[CH:31]=[CH:30][C:29]([CH2:32][CH2:33][C@H:34]2[C:43]3[C:38](=[CH:39][C:40]([O:46][CH3:47])=[C:41]([O:44][CH3:45])[CH:42]=3)[CH2:37][CH2:36][NH:35]2)=[CH:28][CH:27]=1)([CH3:25])([CH3:24])[CH3:23]. (3) Given the product [N:1]1([CH:18]([NH:10][C:11]2[N:15]([CH3:16])[N:14]=[C:13]([CH3:17])[CH:12]=2)[CH3:19])[C:5]2[CH:6]=[CH:7][CH:8]=[CH:9][C:4]=2[N:3]=[N:2]1, predict the reactants needed to synthesize it. The reactants are: [NH:1]1[C:5]2[CH:6]=[CH:7][CH:8]=[CH:9][C:4]=2[N:3]=[N:2]1.[NH2:10][C:11]1[N:15]([CH3:16])[N:14]=[C:13]([CH3:17])[CH:12]=1.[CH:18](=O)[CH2:19]C.CCCCCCC.